This data is from Forward reaction prediction with 1.9M reactions from USPTO patents (1976-2016). The task is: Predict the product of the given reaction. Given the reactants [CH2:1]([C@@H:8]1[NH:12][C:11]2([CH2:17][CH2:16][N:15]([C:18](=[O:26])[C:19]3[CH:24]=[CH:23][C:22]([Cl:25])=[CH:21][CH:20]=3)[CH2:14][CH2:13]2)[NH:10][C:9]1=[O:27])[C:2]1[CH:7]=[CH:6][CH:5]=[CH:4][CH:3]=1.[H-].[Na+].[CH2:30](Cl)[C:31]1[CH:36]=[CH:35][CH:34]=[CH:33][CH:32]=1.[NH4+].[Cl-], predict the reaction product. The product is: [CH2:30]([N:10]1[C:11]2([CH2:17][CH2:16][N:15]([C:18](=[O:26])[C:19]3[CH:20]=[CH:21][C:22]([Cl:25])=[CH:23][CH:24]=3)[CH2:14][CH2:13]2)[NH:12][C@@H:8]([CH2:1][C:2]2[CH:7]=[CH:6][CH:5]=[CH:4][CH:3]=2)[C:9]1=[O:27])[C:31]1[CH:36]=[CH:35][CH:34]=[CH:33][CH:32]=1.